The task is: Predict the reactants needed to synthesize the given product.. This data is from Full USPTO retrosynthesis dataset with 1.9M reactions from patents (1976-2016). (1) Given the product [Br:50][C:21]1[CH:22]=[C:23]2[C:18](=[CH:19][CH:20]=1)[NH:17][C:29]1[C:28]([O:30][CH2:31][CH2:32][CH2:33][N:51]3[CH2:56][CH2:55][O:54][CH2:53][CH2:52]3)=[C:27]3[NH:35][C:36]4[CH:37]=[CH:38][C:39]([Br:42])=[CH:40][C:41]=4[C:26]3=[CH:25][C:24]2=1, predict the reactants needed to synthesize it. The reactants are: N1C2C(=CC=CC=2)C=C1.C([N:17]1[C:29]2[C:28]([O:30][CH2:31][CH2:32][CH2:33]Br)=[C:27]3[N:35](C(OC(C)(C)C)=O)[C:36]4[CH:37]=[CH:38][C:39]([Br:42])=[CH:40][C:41]=4[C:26]3=[CH:25][C:24]=2[C:23]2[C:18]1=[CH:19][CH:20]=[C:21]([Br:50])[CH:22]=2)(OC(C)(C)C)=O.[NH:51]1[CH2:56][CH2:55][O:54][CH2:53][CH2:52]1. (2) Given the product [CH2:1]([C@H:8]([NH:23][C:24]([C:50]1[CH:49]=[C:48]([N:52]2[CH2:56][CH2:55][CH2:54][C:53]2=[O:57])[N:47]=[C:46]([O:45][CH3:44])[CH:51]=1)=[O:43])[C@@H:9]([OH:22])[CH2:10][CH2:11][CH2:13][C:69](=[O:84])[NH:68][CH:62]1[CH2:63][C@H:64]2[CH2:67][CH:61]1[CH2:66][CH2:65]2)[C:2]1[CH:3]=[CH:4][CH:5]=[CH:6][CH:7]=1, predict the reactants needed to synthesize it. The reactants are: [CH2:1]([C@H:8]([NH:23][C:24](=[O:43])C1C=C(C2C=CC=CC=2)C=C(N2CCCC2=O)C=1)[C@@H:9]([OH:22])[CH2:10][C@H:11]([C:13](=O)NCCC(C)(C)C)C)[C:2]1[CH:7]=[CH:6][CH:5]=[CH:4][CH:3]=1.[CH3:44][O:45][C:46]1(C(O)=O)[CH:51]=[CH:50][CH:49]=[C:48]([N:52]2[CH2:56][CH2:55][CH2:54][C:53]2=[O:57])[NH:47]1.[CH:61]12[CH2:67][CH:64]([CH2:65][CH2:66]1)[CH2:63][CH:62]2[NH:68][C:69](=[O:84])[C@H](C)C[C@H](O)[C@@H](N)CC1C=CC=CC=1. (3) Given the product [C:1]([O:5][C:6](=[O:35])[NH:7][C@H:8]1[CH2:12][CH2:11][N:10]([C:13]2[N:18]=[C:17]([NH:19][C:20]3[CH:25]=[CH:24][C:23]([C:26](=[O:32])[NH:27][C:28]([CH3:29])([CH3:31])[CH3:30])=[CH:22][CH:21]=3)[C:16]([C:33](=[O:36])[NH2:34])=[CH:15][N:14]=2)[CH2:9]1)([CH3:2])([CH3:3])[CH3:4], predict the reactants needed to synthesize it. The reactants are: [C:1]([O:5][C:6](=[O:35])[NH:7][C@H:8]1[CH2:12][CH2:11][N:10]([C:13]2[N:18]=[C:17]([NH:19][C:20]3[CH:25]=[CH:24][C:23]([C:26](=[O:32])[NH:27][C:28]([CH3:31])([CH3:30])[CH3:29])=[CH:22][CH:21]=3)[C:16]([C:33]#[N:34])=[CH:15][N:14]=2)[CH2:9]1)([CH3:4])([CH3:3])[CH3:2].[OH-:36].[Na+].OO. (4) Given the product [F:30][C:31]1[CH:36]=[CH:35][CH:34]=[C:33]([F:37])[C:32]=1[S:38]([NH:21][C:18]1[CH:19]=[CH:20][C:15]([NH:14][C:10]2[CH:9]=[C:8]([C:5]3[CH:4]=[CH:3][C:2]([F:1])=[CH:7][CH:6]=3)[N:13]=[CH:12][N:11]=2)=[CH:16][CH:17]=1)(=[O:40])=[O:39], predict the reactants needed to synthesize it. The reactants are: [F:1][C:2]1[CH:7]=[CH:6][C:5]([C:8]2[N:13]=[CH:12][N:11]=[C:10]([NH:14][C:15]3[CH:20]=[CH:19][C:18]([NH2:21])=[CH:17][CH:16]=3)[CH:9]=2)=[CH:4][CH:3]=1.N1C(C)=CC=CC=1C.[F:30][C:31]1[CH:36]=[CH:35][CH:34]=[C:33]([F:37])[C:32]=1[S:38](Cl)(=[O:40])=[O:39].[Na+].[Cl-]. (5) Given the product [CH2:1]([NH:4][CH2:7][CH2:6][C:5]([O:9][C:10]([CH3:13])([CH3:12])[CH3:11])=[O:8])[CH2:2][CH3:3], predict the reactants needed to synthesize it. The reactants are: [CH2:1]([NH2:4])[CH2:2][CH3:3].[C:5]([O:9][C:10]([CH3:13])([CH3:12])[CH3:11])(=[O:8])[CH:6]=[CH2:7].